This data is from CYP3A4 inhibition data for predicting drug metabolism from PubChem BioAssay. The task is: Regression/Classification. Given a drug SMILES string, predict its absorption, distribution, metabolism, or excretion properties. Task type varies by dataset: regression for continuous measurements (e.g., permeability, clearance, half-life) or binary classification for categorical outcomes (e.g., BBB penetration, CYP inhibition). Dataset: cyp3a4_veith. (1) The molecule is COc1ccc(NC(=O)COc2ccc(CNCCCN3CCOCC3)cc2OC)cc1.Cl. The result is 0 (non-inhibitor). (2) The drug is COC(=O)[C@@]1(Cc2ccc(OC)cc2)[C@H]2c3cc(C(=O)N4CCCC4)n(Cc4ccc(S(C)(=O)=O)cc4)c3C[C@H]2CN1C(=O)c1ccccc1. The result is 1 (inhibitor). (3) The molecule is Cc1nnc(NC(=O)c2sc3nc(-c4cccs4)cc(C(F)(F)F)c3c2N)s1. The result is 1 (inhibitor). (4) The compound is O=C1CSC(c2ccccn2)N1c1ccc(Cl)c(Cl)c1. The result is 0 (non-inhibitor). (5) The drug is CCOc1ccccc1O[C@@H](c1ccccc1)[C@@H]1CNCCO1. The result is 1 (inhibitor). (6) The drug is O=C(Cc1ccc(Br)cc1)Nc1ccccc1Sc1ccccc1. The result is 1 (inhibitor).